Dataset: Catalyst prediction with 721,799 reactions and 888 catalyst types from USPTO. Task: Predict which catalyst facilitates the given reaction. (1) Reactant: [CH3:1][O:2][C:3](=[O:14])[CH2:4][C:5]1[CH:10]=[CH:9][C:8]([N+:11]([O-])=O)=[CH:7][CH:6]=1.[H][H]. Product: [CH3:1][O:2][C:3](=[O:14])[CH2:4][C:5]1[CH:10]=[CH:9][C:8]([NH2:11])=[CH:7][CH:6]=1. The catalyst class is: 515. (2) Reactant: [Cl:1][C:2]1[C:11]2[C:6](=[C:7]([F:12])[CH:8]=[CH:9][CH:10]=2)[N:5]=[C:4]([C:13]([O:15]CC)=O)[N:3]=1.[F:18][C:19]1[CH:24]=[CH:23][C:22]([Mg]Br)=[CH:21][CH:20]=1.C1COCC1.Cl.[Na+].[Cl-]. Product: [Cl:1][C:2]1[C:11]2[C:6](=[C:7]([F:12])[CH:8]=[CH:9][CH:10]=2)[N:5]=[C:4]([C:13]([C:22]2[CH:23]=[CH:24][C:19]([F:18])=[CH:20][CH:21]=2)=[O:15])[N:3]=1. The catalyst class is: 1. (3) Reactant: [CH3:1][O:2][S:3]([O-:6])(=[O:5])=[O:4].[CH3:7][N+:8]1([CH2:14][CH2:15][O:16][C:17]2[CH:22]=[CH:21][CH:20]=[CH:19][C:18]=2[N+:23]([O-])=O)[CH2:13][CH2:12][O:11][CH2:10][CH2:9]1.[H][H]. Product: [CH3:1][O:2][S:3]([O-:6])(=[O:5])=[O:4].[NH2:23][C:18]1[CH:19]=[CH:20][CH:21]=[CH:22][C:17]=1[O:16][CH2:15][CH2:14][N+:8]1([CH3:7])[CH2:9][CH2:10][O:11][CH2:12][CH2:13]1. The catalyst class is: 29.